This data is from Forward reaction prediction with 1.9M reactions from USPTO patents (1976-2016). The task is: Predict the product of the given reaction. (1) Given the reactants [Li+].[Cl:2][C:3]1[CH:8]=[CH:7][N:6]=[C:5]2[CH:9]=[C:10]([C:12]([O-:14])=O)[S:11][C:4]=12.[NH:15]1[CH2:19][CH2:18][CH:17]([CH2:20][NH:21][C:22](=[O:28])[O:23][C:24]([CH3:27])([CH3:26])[CH3:25])[CH2:16]1.CCN(CC)CC, predict the reaction product. The product is: [Cl:2][C:3]1[CH:8]=[CH:7][N:6]=[C:5]2[CH:9]=[C:10]([C:12]([N:15]3[CH2:19][CH2:18][CH:17]([CH2:20][NH:21][C:22](=[O:28])[O:23][C:24]([CH3:26])([CH3:25])[CH3:27])[CH2:16]3)=[O:14])[S:11][C:4]=12. (2) Given the reactants Br[C:2]1[CH:7]=[CH:6][C:5]([C:8]([C:10]2[CH:15]=[CH:14][CH:13]=[CH:12][CH:11]=2)=[O:9])=[CH:4][CH:3]=1.[CH3:16][N:17]1[CH:21]=[CH:20][CH:19]=[C:18]1[C:22]#[N:23], predict the reaction product. The product is: [C:8]([C:5]1[CH:6]=[CH:7][C:2]([C:21]2[N:17]([CH3:16])[C:18]([C:22]#[N:23])=[CH:19][CH:20]=2)=[CH:3][CH:4]=1)(=[O:9])[C:10]1[CH:15]=[CH:14][CH:13]=[CH:12][CH:11]=1. (3) Given the reactants [O:1]=[C:2]1[CH2:9][C:6]([CH3:8])([CH3:7])[CH2:5][C:4]([CH3:10])=[CH:3]1.CC1(C)CC(C)CC(O)C1, predict the reaction product. The product is: [CH3:7][C:6]1([CH3:8])[CH2:5][CH:4]([CH3:10])[CH2:3][C:2](=[O:1])[CH2:9]1. (4) Given the reactants [CH:1]([C:3]1[O:4][C:5]2[CH:11]=[CH:10][C:9]([C:12]#[N:13])=[CH:8][C:6]=2[CH:7]=1)=O.[C:14]([CH2:16][C:17]([O:19][CH2:20][CH3:21])=[O:18])#[N:15].N1CCCCC1.[CH2:28]([O:30][C:31](=[O:46])[CH:32]=[C:33]([NH:35][C:36]1[CH:41]=[CH:40][CH:39]=[C:38]([C:42]([F:45])([F:44])[F:43])[CH:37]=1)[CH3:34])[CH3:29], predict the reaction product. The product is: [NH2:15][C:14]1[N:35]([C:36]2[CH:41]=[CH:40][CH:39]=[C:38]([C:42]([F:43])([F:44])[F:45])[CH:37]=2)[C:33]([CH3:34])=[C:32]([C:31]([O:30][CH2:28][CH3:29])=[O:46])[CH:1]([C:3]2[O:4][C:5]3[CH:11]=[CH:10][C:9]([C:12]#[N:13])=[CH:8][C:6]=3[CH:7]=2)[C:16]=1[C:17]([O:19][CH2:20][CH3:21])=[O:18]. (5) Given the reactants [NH2:1][C:2]1[C:3]([CH3:17])=[C:4]([NH:12][S:13]([CH3:16])(=[O:15])=[O:14])[CH:5]=[C:6]([C:8]([CH3:11])([CH3:10])[CH3:9])[CH:7]=1.C[O:19][C:20](=O)[C:21]1[CH:26]=[CH:25][C:24]([CH3:27])=[C:23]([N:28]2[CH:32]=[C:31]([C:33]3[CH:34]=[N:35][N:36]([C:40]4[CH:45]=[CH:44][CH:43]=[CH:42][CH:41]=4)[C:37]=3[CH2:38][CH3:39])[N:30]=[CH:29]2)[CH:22]=1, predict the reaction product. The product is: [C:8]([C:6]1[CH:5]=[C:4]([NH:12][S:13]([CH3:16])(=[O:15])=[O:14])[C:3]([CH3:17])=[C:2]([NH:1][C:20](=[O:19])[C:21]2[CH:26]=[CH:25][C:24]([CH3:27])=[C:23]([N:28]3[CH:32]=[C:31]([C:33]4[CH:34]=[N:35][N:36]([C:40]5[CH:45]=[CH:44][CH:43]=[CH:42][CH:41]=5)[C:37]=4[CH2:38][CH3:39])[N:30]=[CH:29]3)[CH:22]=2)[CH:7]=1)([CH3:10])([CH3:11])[CH3:9]. (6) Given the reactants C(O[C:6]([N:8]1[CH2:12][C:11](=[N:13][O:14][CH2:15][CH3:16])[CH2:10][C@H:9]1[C:17]([OH:19])=O)=[O:7])(C)(C)C.[N:20]([C:23]1[CH:28]=[CH:27][CH:26]=[C:25]([O:29][CH3:30])[CH:24]=1)=C=O.[CH2:31]([N:33]1[C:45]2[CH:44]=[CH:43][C:42]([NH2:46])=[CH:41][C:40]=2[C:39]2[C:34]1=[CH:35][CH:36]=[CH:37][CH:38]=2)[CH3:32], predict the reaction product. The product is: [CH2:15]([O:14][N:13]=[C:11]1[CH2:12][N:8]([C:6]([NH:20][C:23]2[CH:28]=[CH:27][CH:26]=[C:25]([O:29][CH3:30])[CH:24]=2)=[O:7])[C@H:9]([C:17]([NH:46][C:42]2[CH:43]=[CH:44][C:45]3[N:33]([CH2:31][CH3:32])[C:34]4[C:39]([C:40]=3[CH:41]=2)=[CH:38][CH:37]=[CH:36][CH:35]=4)=[O:19])[CH2:10]1)[CH3:16]. (7) Given the reactants C([O:3][C:4]([C:6]1[N:14]([CH3:15])[C:13]2[CH:12]=[CH:11][N:10]=[CH:9][C:8]=2[C:7]=1[NH:16][C:17]1[CH:22]=[CH:21][C:20]([I:23])=[CH:19][C:18]=1[F:24])=[O:5])C, predict the reaction product. The product is: [F:24][C:18]1[CH:19]=[C:20]([I:23])[CH:21]=[CH:22][C:17]=1[NH:16][C:7]1[C:8]2[CH:9]=[N:10][CH:11]=[CH:12][C:13]=2[N:14]([CH3:15])[C:6]=1[C:4]([OH:5])=[O:3]. (8) Given the reactants [H-].[Na+].[O:3]=[C:4]([CH3:11])[CH2:5][C:6]([O:8][CH2:9][CH3:10])=[O:7].[Li]CCCC.[CH3:17][C:18]([C:21]1[CH:32]=[CH:31][C:24]([C:25](N(C)OC)=[O:26])=[CH:23][CH:22]=1)([CH3:20])[CH3:19], predict the reaction product. The product is: [CH3:20][C:18]([C:21]1[CH:22]=[CH:23][C:24]([C:25](=[O:26])[CH2:11][C:4](=[O:3])[CH2:5][C:6]([O:8][CH2:9][CH3:10])=[O:7])=[CH:31][CH:32]=1)([CH3:17])[CH3:19].